The task is: Regression. Given two drug SMILES strings and cell line genomic features, predict the synergy score measuring deviation from expected non-interaction effect.. This data is from NCI-60 drug combinations with 297,098 pairs across 59 cell lines. (1) Drug 1: CC1C(C(=O)NC(C(=O)N2CCCC2C(=O)N(CC(=O)N(C(C(=O)O1)C(C)C)C)C)C(C)C)NC(=O)C3=C4C(=C(C=C3)C)OC5=C(C(=O)C(=C(C5=N4)C(=O)NC6C(OC(=O)C(N(C(=O)CN(C(=O)C7CCCN7C(=O)C(NC6=O)C(C)C)C)C)C(C)C)C)N)C. Drug 2: CNC(=O)C1=NC=CC(=C1)OC2=CC=C(C=C2)NC(=O)NC3=CC(=C(C=C3)Cl)C(F)(F)F. Cell line: HCT116. Synergy scores: CSS=-2.76, Synergy_ZIP=-10.7, Synergy_Bliss=-20.5, Synergy_Loewe=-58.8, Synergy_HSA=-22.1. (2) Drug 1: C(=O)(N)NO. Drug 2: CC1C(C(CC(O1)OC2CC(CC3=C2C(=C4C(=C3O)C(=O)C5=C(C4=O)C(=CC=C5)OC)O)(C(=O)CO)O)N)O.Cl. Cell line: RXF 393. Synergy scores: CSS=28.6, Synergy_ZIP=-2.04, Synergy_Bliss=-0.770, Synergy_Loewe=-3.75, Synergy_HSA=0.545.